Dataset: Full USPTO retrosynthesis dataset with 1.9M reactions from patents (1976-2016). Task: Predict the reactants needed to synthesize the given product. (1) Given the product [Br:24][C:5]1[C:6]([N:11]2[CH2:12][CH2:13][N:14]([S:44]([C:38]3[CH:43]=[CH:42][CH:41]=[CH:40][CH:39]=3)(=[O:46])=[O:45])[CH2:15][CH2:16]2)=[C:7]([N+:8]([O-:10])=[O:9])[C:2]([NH2:1])=[N:3][CH:4]=1, predict the reactants needed to synthesize it. The reactants are: [NH2:1][C:2]1[C:7]([N+:8]([O-:10])=[O:9])=[C:6]([N:11]2[CH2:16][CH2:15][N:14](C(OC(C)(C)C)=O)[CH2:13][CH2:12]2)[C:5]([Br:24])=[CH:4][N:3]=1.C(O)(C(F)(F)F)=O.N1C=CC=CC=1.[C:38]1([S:44](Cl)(=[O:46])=[O:45])[CH:43]=[CH:42][CH:41]=[CH:40][CH:39]=1. (2) Given the product [C:19]([C:11]1[C:12]2[N:13]=[C:14]([N:17]([CH3:18])[C:49](=[O:48])[CH3:50])[O:31][C:29]=2[C:30]([N:42]2[CH2:47][CH2:41][C@H:39]([N:36]([CH3:37])[CH3:33])[CH2:40]2)=[C:9]([C:22]2[CH:23]=[CH:24][CH:25]=[CH:26][CH:27]=2)[C:10]=1[CH3:21])#[N:20], predict the reactants needed to synthesize it. The reactants are: CN(C)[C@H]1CCN(C2[C:9]([C:22]3[CH:27]=[CH:26][CH:25]=[CH:24][CH:23]=3)=[C:10]([CH3:21])[C:11]([C:19]#[N:20])=[C:12]3C=2O[C:14]([NH:17][CH3:18])=[N:13]3)C1.[C:29](Cl)(=[O:31])[CH3:30].[CH:33]([N:36]([CH:39]([CH3:41])[CH3:40])[CH2:37]C)(C)C.[N:42]1[CH:47]=CC=CC=1.[O:48]1CC[CH2:50][CH2:49]1. (3) Given the product [CH2:8]([O:7][C@@H:6]1[C@@H:15]([O:16][CH2:17][C:18]2[CH:19]=[CH:20][CH:21]=[CH:22][CH:23]=2)[C@H:24]([O:25][CH2:26][C:27]2[CH:32]=[CH:31][CH:30]=[CH:29][CH:28]=2)[C@@H:33]([CH2:35][O:36][S:37]([C:40]2[CH:46]=[CH:45][C:43]([CH3:44])=[CH:42][CH:41]=2)(=[O:39])=[O:38])[O:34][C@@H:5]1[O:4][CH2:1][CH2:2][CH2:3][OH:56])[C:9]1[CH:14]=[CH:13][CH:12]=[CH:11][CH:10]=1, predict the reactants needed to synthesize it. The reactants are: [CH2:1]([O:4][C@H:5]1[O:34][C@H:33]([CH2:35][O:36][S:37]([C:40]2[CH:46]=[CH:45][C:43]([CH3:44])=[CH:42][CH:41]=2)(=[O:39])=[O:38])[C@@H:24]([O:25][CH2:26][C:27]2[CH:32]=[CH:31][CH:30]=[CH:29][CH:28]=2)[C@H:15]([O:16][CH2:17][C:18]2[CH:23]=[CH:22][CH:21]=[CH:20][CH:19]=2)[C@H:6]1[O:7][CH2:8][C:9]1[CH:14]=[CH:13][CH:12]=[CH:11][CH:10]=1)[CH:2]=[CH2:3].C12BC(CCC1)CCC2.[OH-:56].[Na+].OO. (4) The reactants are: [N+:1]([C:4]1[CH:5]=[C:6]2[C:10](=[CH:11][CH:12]=1)[NH:9][N:8]=[C:7]2[C:13]1[O:14][CH:15]=[CH:16][N:17]=1)([O-])=O. Given the product [O:14]1[CH:15]=[CH:16][N:17]=[C:13]1[C:7]1[C:6]2[C:10](=[CH:11][CH:12]=[C:4]([NH2:1])[CH:5]=2)[NH:9][N:8]=1, predict the reactants needed to synthesize it. (5) Given the product [CH:17]1([C:23]2[C:31]3[C:26](=[CH:27][CH:28]=[CH:29][CH:30]=3)[N:25]([S:32]([C:35]3[CH:36]=[CH:37][C:38]([C:39]([NH:7][CH2:6][C:5]4[CH:8]=[CH:9][C:2]([F:1])=[CH:3][CH:4]=4)=[O:40])=[CH:42][CH:43]=3)(=[O:33])=[O:34])[CH:24]=2)[CH2:18][CH2:19][CH2:20][CH2:21][CH2:22]1, predict the reactants needed to synthesize it. The reactants are: [F:1][C:2]1[CH:9]=[CH:8][C:5]([CH2:6][NH2:7])=[CH:4][CH:3]=1.C(N(CC)CC)C.[CH:17]1([C:23]2[C:31]3[C:26](=[CH:27][CH:28]=[CH:29][CH:30]=3)[N:25]([S:32]([C:35]3[CH:43]=[CH:42][C:38]([C:39](O)=[O:40])=[CH:37][CH:36]=3)(=[O:34])=[O:33])[CH:24]=2)[CH2:22][CH2:21][CH2:20][CH2:19][CH2:18]1.F[P-](F)(F)(F)(F)F.N1(O[P+](N(C)C)(N(C)C)N(C)C)C2C=CC=CC=2N=N1. (6) Given the product [Cl:4][C:5]1[CH:6]=[CH:7][C:8]([C@@H:11]2[CH2:16][O:15][CH2:14][C@@H:13]3[CH2:17][CH2:18]/[C:19](=[CH:35]\[C:34]4[CH:37]=[CH:38][C:39]([N:40]5[CH:44]=[C:43]([CH3:45])[N:42]=[CH:41]5)=[C:32]([O:31][CH3:30])[CH:33]=4)/[C:20](=[O:21])[N:12]23)=[CH:9][CH:10]=1, predict the reactants needed to synthesize it. The reactants are: O.[OH-].[Li+].[Cl:4][C:5]1[CH:10]=[CH:9][C:8]([C@@H:11]2[CH2:16][O:15][CH2:14][C@@H:13]3[CH2:17][CH2:18][CH:19](P(=O)(OCC)OCC)[C:20](=[O:21])[N:12]23)=[CH:7][CH:6]=1.[CH3:30][O:31][C:32]1[CH:33]=[C:34]([CH:37]=[CH:38][C:39]=1[N:40]1[CH:44]=[C:43]([CH3:45])[N:42]=[CH:41]1)[CH:35]=O.C(OCC)(=O)C. (7) Given the product [Cl:1][C:2]1[CH:3]=[C:4]([CH2:9][OH:10])[CH:5]=[N:6][C:7]=1[N:11]1[CH2:16][CH2:15][NH:14][CH2:13][CH2:12]1, predict the reactants needed to synthesize it. The reactants are: [Cl:1][C:2]1[CH:3]=[C:4]([CH2:9][OH:10])[CH:5]=[N:6][C:7]=1Cl.[NH:11]1[CH2:16][CH2:15][NH:14][CH2:13][CH2:12]1.C(N(CC)C(C)C)(C)C.